This data is from Full USPTO retrosynthesis dataset with 1.9M reactions from patents (1976-2016). The task is: Predict the reactants needed to synthesize the given product. (1) Given the product [CH3:35][O:34][C:30]1[CH:29]=[C:28]([NH:27][CH:20]([C:21]2[CH:26]=[CH:25][CH:24]=[CH:23][CH:22]=2)[C:18]([C:11]2[C:12]3[C:17](=[CH:16][CH:15]=[CH:14][CH:13]=3)[N:9]([CH3:8])[N:10]=2)=[O:19])[CH:33]=[CH:32][CH:31]=1, predict the reactants needed to synthesize it. The reactants are: C(N(CC)CC)C.[CH3:8][N:9]1[C:17]2[C:12](=[CH:13][CH:14]=[CH:15][CH:16]=2)[C:11]([CH:18]=[O:19])=[N:10]1.[CH:20](=[N:27][C:28]1[CH:33]=[CH:32][CH:31]=[C:30]([O:34][CH3:35])[CH:29]=1)[C:21]1[CH:26]=[CH:25][CH:24]=[CH:23][CH:22]=1. (2) Given the product [OH:28][C:29]([CH3:59])([CH3:61])[CH2:30][N:31]1[CH:35]=[CH:34][C:33]([NH:36][C:14](=[O:16])[C@@H:13]([N:11]2[CH2:12][C:8]([O:7][C:6]3[CH:22]=[CH:23][CH:24]=[C:4]([CH2:3][C:2]([OH:1])([CH3:26])[CH3:25])[CH:5]=3)=[CH:9][C:10]2=[O:21])[CH2:17][CH:18]([CH3:20])[CH3:19])=[N:32]1, predict the reactants needed to synthesize it. The reactants are: [OH:1][C:2]([CH3:26])([CH3:25])[CH2:3][C:4]1[CH:5]=[C:6]([CH:22]=[CH:23][CH:24]=1)[O:7][C:8]1[CH2:12][N:11]([C@@H:13]([CH2:17][CH:18]([CH3:20])[CH3:19])[C:14]([OH:16])=O)[C:10](=[O:21])[CH:9]=1.Cl.[OH:28][C@@H:29]([CH2:59]O)[CH2:30][N:31]1[CH:35]=[CH:34][C:33]([NH:36]C(=O)[C@@H](N2CC(OC3C=CC=C(Cl)C=3Cl)=CC2=O)CC(C)C)=[N:32]1.[CH:61](N(CC)C(C)C)(C)C.F[P-](F)(F)(F)(F)F.N1(O[P+](N(C)C)(N(C)C)N(C)C)C2C=CC=CC=2N=N1. (3) Given the product [F:29][C:30]1[CH:31]=[C:32]([CH:33]=[CH:34][C:35]=1[O:36][CH3:37])[O:27][C:25]1[CH:24]=[C:14]([CH:13]=[C:12]([O:11][C@@H:10]([CH3:28])[CH2:9][OH:8])[CH:26]=1)[C:15]([NH:17][C:18]1[CH:22]=[CH:21][N:20]([CH3:23])[N:19]=1)=[O:16], predict the reactants needed to synthesize it. The reactants are: [Si]([O:8][CH2:9][C@H:10]([CH3:28])[O:11][C:12]1[CH:13]=[C:14]([CH:24]=[C:25]([OH:27])[CH:26]=1)[C:15]([NH:17][C:18]1[CH:22]=[CH:21][N:20]([CH3:23])[N:19]=1)=[O:16])(C(C)(C)C)(C)C.[F:29][C:30]1[CH:31]=[C:32](B(O)O)[CH:33]=[CH:34][C:35]=1[O:36][CH3:37].C(N(CC)CC)C. (4) Given the product [CH3:38][C:34]1[N:33]=[C:32]([C:9]2[C:8]([C:6]3[CH:5]=[CH:4][N:3]=[C:2]([C:44]4[CH:45]=[CH:46][C:41]([CH:39]=[O:40])=[CH:42][CH:43]=4)[CH:7]=3)=[CH:12][N:11]([C:13]([C:26]3[CH:31]=[CH:30][CH:29]=[CH:28][CH:27]=3)([C:20]3[CH:25]=[CH:24][CH:23]=[CH:22][CH:21]=3)[C:14]3[CH:19]=[CH:18][CH:17]=[CH:16][CH:15]=3)[N:10]=2)[CH:37]=[CH:36][CH:35]=1, predict the reactants needed to synthesize it. The reactants are: Br[C:2]1[CH:7]=[C:6]([C:8]2[C:9]([C:32]3[CH:37]=[CH:36][CH:35]=[C:34]([CH3:38])[N:33]=3)=[N:10][N:11]([C:13]([C:26]3[CH:31]=[CH:30][CH:29]=[CH:28][CH:27]=3)([C:20]3[CH:25]=[CH:24][CH:23]=[CH:22][CH:21]=3)[C:14]3[CH:19]=[CH:18][CH:17]=[CH:16][CH:15]=3)[CH:12]=2)[CH:5]=[CH:4][N:3]=1.[CH:39]([C:41]1[CH:46]=[CH:45][C:44](B(O)O)=[CH:43][CH:42]=1)=[O:40]. (5) The reactants are: [Cl:1][C:2]1[CH:7]=[C:6]([CH:8]=O)[CH:5]=[CH:4][N:3]=1.[CH3:10][NH:11][CH3:12].C1COCC1. Given the product [Cl:1][C:2]1[CH:7]=[C:6]([CH2:8][N:11]([CH3:12])[CH3:10])[CH:5]=[CH:4][N:3]=1, predict the reactants needed to synthesize it.